From a dataset of Peptide-MHC class I binding affinity with 185,985 pairs from IEDB/IMGT. Regression. Given a peptide amino acid sequence and an MHC pseudo amino acid sequence, predict their binding affinity value. This is MHC class I binding data. (1) The peptide sequence is RIYDPLWFQ. The MHC is HLA-A24:03 with pseudo-sequence HLA-A24:03. The binding affinity (normalized) is 0.0847. (2) The peptide sequence is LMCHATFTTR. The MHC is HLA-A31:01 with pseudo-sequence HLA-A31:01. The binding affinity (normalized) is 0.765.